From a dataset of Forward reaction prediction with 1.9M reactions from USPTO patents (1976-2016). Predict the product of the given reaction. (1) Given the reactants Br[CH2:2][CH2:3][O:4][Si:5]([C:8]([CH3:11])([CH3:10])[CH3:9])([CH3:7])[CH3:6].[CH3:12][C:13]1[N:18]=[C:17]([NH:19][S:20]([C:23]2[CH:28]=[CH:27][C:26]([C:29]3[CH:34]=[CH:33][C:32]([C:35]#[N:36])=[CH:31][CH:30]=3)=[CH:25][CH:24]=2)(=[O:22])=[O:21])[CH:16]=[CH:15][CH:14]=1.C(=O)([O-])[O-].[K+].[K+], predict the reaction product. The product is: [C:8]([Si:5]([CH3:7])([CH3:6])[O:4][CH2:3][CH2:2][N:19]([C:17]1[CH:16]=[CH:15][CH:14]=[C:13]([CH3:12])[N:18]=1)[S:20]([C:23]1[CH:28]=[CH:27][C:26]([C:29]2[CH:34]=[CH:33][C:32]([C:35]#[N:36])=[CH:31][CH:30]=2)=[CH:25][CH:24]=1)(=[O:21])=[O:22])([CH3:11])([CH3:10])[CH3:9]. (2) Given the reactants [CH3:1][C:2]1[C:6]([CH3:7])=[C:5]([NH:8][S:9]([C:12]2[CH:16]=[CH:15][S:14][C:13]=2[C:17](N(C)OC)=[O:18])(=[O:11])=[O:10])[O:4][N:3]=1.[CH3:23][C:24]1[CH:32]=[CH:31][C:27]([CH2:28][Mg]Cl)=[CH:26][CH:25]=1, predict the reaction product. The product is: [CH3:1][C:2]1[C:6]([CH3:7])=[C:5]([NH:8][S:9]([C:12]2[CH:16]=[CH:15][S:14][C:13]=2[C:17](=[O:18])[CH2:23][C:24]2[CH:32]=[CH:31][C:27]([CH3:28])=[CH:26][CH:25]=2)(=[O:10])=[O:11])[O:4][N:3]=1.